Dataset: Forward reaction prediction with 1.9M reactions from USPTO patents (1976-2016). Task: Predict the product of the given reaction. Given the reactants [CH3:1][N:2]1[C:7](=[O:8])[C:6]([NH:9][C:10]2[CH:15]=[CH:14][C:13]([N:16]3[CH2:21][CH2:20][N:19]([CH:22]4[CH2:25][O:24][CH2:23]4)[CH2:18][CH2:17]3)=[CH:12][N:11]=2)=[CH:5][C:4]([C:26]2[C:31]([CH:32]=[O:33])=[C:30]([N:34]3[CH2:46][CH2:45][C:44]4[N:43]5[C:38]([CH2:39][CH2:40][CH2:41][CH2:42]5)=[CH:37][C:36]=4[C:35]3=[O:47])[N:29]=[CH:28][CH:27]=2)=[CH:3]1.[BH4-].[Na+], predict the reaction product. The product is: [OH:33][CH2:32][C:31]1[C:30]([N:34]2[CH2:46][CH2:45][C:44]3[N:43]4[C:38]([CH2:39][CH2:40][CH2:41][CH2:42]4)=[CH:37][C:36]=3[C:35]2=[O:47])=[N:29][CH:28]=[CH:27][C:26]=1[C:4]1[CH:5]=[C:6]([NH:9][C:10]2[CH:15]=[CH:14][C:13]([N:16]3[CH2:17][CH2:18][N:19]([CH:22]4[CH2:25][O:24][CH2:23]4)[CH2:20][CH2:21]3)=[CH:12][N:11]=2)[C:7](=[O:8])[N:2]([CH3:1])[CH:3]=1.